Dataset: Forward reaction prediction with 1.9M reactions from USPTO patents (1976-2016). Task: Predict the product of the given reaction. Given the reactants [F:1][C:2]1[CH:7]=[CH:6][C:5]([C:8]2[CH:9]=[C:10]3[C:15](=[CH:16][CH:17]=2)[CH:14]=[C:13]([S:18]([O-:20])=[O:19])[CH:12]=[CH:11]3)=[CH:4][CH:3]=1.[Na+].[F:22][C:23]1[CH:28]=[CH:27][CH:26]=[CH:25][C:24]=1I, predict the reaction product. The product is: [F:1][C:2]1[CH:7]=[CH:6][C:5]([C:8]2[CH:17]=[CH:16][C:15]3[C:10](=[CH:11][CH:12]=[C:13]([S:18]([C:24]4[CH:25]=[CH:26][CH:27]=[CH:28][C:23]=4[F:22])(=[O:20])=[O:19])[CH:14]=3)[CH:9]=2)=[CH:4][CH:3]=1.